From a dataset of Catalyst prediction with 721,799 reactions and 888 catalyst types from USPTO. Predict which catalyst facilitates the given reaction. (1) Reactant: FC(F)(F)C(O)=O.[Cl:8][C:9]1[CH:10]=[C:11]([CH:15]2[C:19]([C:22]3[CH:27]=[CH:26][C:25]([Cl:28])=[CH:24][CH:23]=3)([C:20]#[N:21])[CH:18]([CH2:29][C:30]([CH3:33])([CH3:32])[CH3:31])[NH:17][CH:16]2[C:34]([OH:36])=O)[CH:12]=[CH:13][CH:14]=1.CC1(C)[O:42][C@H:41]([CH2:43][CH2:44][NH2:45])[CH2:40][O:39]1.CN(C(ON1N=NC2C=CC=NC1=2)=[N+](C)C)C.F[P-](F)(F)(F)(F)F.CCN(C(C)C)C(C)C.Cl. Product: [OH:42][C@@H:41]([CH2:40][OH:39])[CH2:43][CH2:44][NH:45][C:34]([CH:16]1[CH:15]([C:11]2[CH:12]=[CH:13][CH:14]=[C:9]([Cl:8])[CH:10]=2)[C:19]([C:22]2[CH:27]=[CH:26][C:25]([Cl:28])=[CH:24][CH:23]=2)([C:20]#[N:21])[CH:18]([CH2:29][C:30]([CH3:32])([CH3:31])[CH3:33])[NH:17]1)=[O:36]. The catalyst class is: 539. (2) The catalyst class is: 23. Reactant: [C:1]([O:5][C:6]([N:8]1[CH2:13][CH2:12][CH:11]([CH2:14][CH2:15][I:16])[CH2:10][CH2:9]1)=[O:7])([CH3:4])([CH3:3])[CH3:2].[CH:17]1[CH:22]=[CH:21][C:20]([P:23]([C:30]2[CH:35]=[CH:34][CH:33]=[CH:32][CH:31]=2)[C:24]2[CH:29]=[CH:28][CH:27]=[CH:26][CH:25]=2)=[CH:19][CH:18]=1. Product: [I-:16].[C:1]([O:5][C:6]([N:8]1[CH2:13][CH2:12][CH:11]([CH2:14][CH2:15][P+:23]([C:24]2[CH:25]=[CH:26][CH:27]=[CH:28][CH:29]=2)([C:30]2[CH:35]=[CH:34][CH:33]=[CH:32][CH:31]=2)[C:20]2[CH:19]=[CH:18][CH:17]=[CH:22][CH:21]=2)[CH2:10][CH2:9]1)=[O:7])([CH3:4])([CH3:3])[CH3:2]. (3) Reactant: [H-].[Na+].[C:3]1([OH:9])[CH:8]=[CH:7][CH:6]=[CH:5][CH:4]=1.[Cl:10][C:11]1[CH:12]=[C:13]([CH2:18]Cl)[C:14]([NH2:17])=[N:15][CH:16]=1.Cl. Product: [Cl:10][C:11]1[CH:12]=[C:13]([CH2:18][O:9][C:3]2[CH:8]=[CH:7][CH:6]=[CH:5][CH:4]=2)[C:14]([NH2:17])=[N:15][CH:16]=1. The catalyst class is: 1. (4) Reactant: [CH3:1][O:2][C:3]1[CH:10]=[CH:9][C:6]([CH:7]=O)=[C:5]([N+:11]([O-:13])=[O:12])[C:4]=1[N+:14]([O-:16])=[O:15].[Br-].[CH3:18][O:19][C:20]1[CH:21]=[C:22]([CH:43]=[C:44]([O:48][CH3:49])[C:45]=1[O:46][CH3:47])[CH2:23][P+](C1C=CC=CC=1)(C1C=CC=CC=1)C1C=CC=CC=1.[H-].[Na+]. Product: [N+:11]([C:5]1[C:4]([N+:14]([O-:16])=[O:15])=[C:3]([O:2][CH3:1])[CH:10]=[CH:9][C:6]=1/[CH:7]=[CH:23]\[C:22]1[CH:43]=[C:44]([O:48][CH3:49])[C:45]([O:46][CH3:47])=[C:20]([O:19][CH3:18])[CH:21]=1)([O-:13])=[O:12]. The catalyst class is: 4. (5) Reactant: [NH2:1][C:2]1[CH:3]=[C:4]([CH:7]=[CH:8][CH:9]=1)[CH2:5][OH:6].[C:10](=[O:13])([O-])[O-].[K+].[K+].Br[CH2:17][C:18]([C:20]1[CH:25]=[CH:24][C:23](Cl)=[CH:22][CH:21]=1)=[O:19]. Product: [OH:6][CH2:5][C:4]1[CH:3]=[C:2]([NH:1][CH2:17][C:18]([C:20]2[CH:25]=[CH:24][C:23]([O:13][C:10]3[CH:4]=[CH:3][CH:2]=[CH:9][CH:8]=3)=[CH:22][CH:21]=2)=[O:19])[CH:9]=[CH:8][CH:7]=1. The catalyst class is: 3. (6) Reactant: [CH:1](=O)/[CH:2]=[CH:3]/[CH3:4].[C:6]1([S:12]([C:15]#[N:16])(=[O:14])=[O:13])[CH:11]=[CH:10][CH:9]=[CH:8][CH:7]=1. Product: [C:6]1([S:12]([C:15]2[CH:4]=[CH:3][CH:2]=[CH:1][N:16]=2)(=[O:13])=[O:14])[CH:7]=[CH:8][CH:9]=[CH:10][CH:11]=1. The catalyst class is: 11. (7) Reactant: N1(OC(N(C)C)=[N+](C)C)C2N=CC=CC=2N=N1.F[P-](F)(F)(F)(F)F.[C:25]([OH:28])(=O)[CH3:26].C(N(CC)C(C)C)(C)C.C(O)=O.[NH2:41][CH2:42][C:43]1[CH:44]=[C:45]([CH2:49][N:50]2[C:58]3[C:53](=[C:54]([OH:59])[CH:55]=[CH:56][CH:57]=3)[C:52]([NH:60][S:61]([C:64]3[S:65][C:66]([Cl:69])=[CH:67][CH:68]=3)(=[O:63])=[O:62])=[N:51]2)[CH:46]=[CH:47][CH:48]=1. Product: [Cl:69][C:66]1[S:65][C:64]([S:61]([NH:60][C:52]2[C:53]3[C:58](=[CH:57][CH:56]=[CH:55][C:54]=3[OH:59])[N:50]([CH2:49][C:45]3[CH:44]=[C:43]([CH2:42][NH:41][C:25](=[O:28])[CH3:26])[CH:48]=[CH:47][CH:46]=3)[N:51]=2)(=[O:62])=[O:63])=[CH:68][CH:67]=1. The catalyst class is: 3. (8) Reactant: [CH3:1][C:2]([CH3:5])([O-:4])[CH3:3].[K+].[Cl-].[CH3:8][O:9][CH2:10][P+](C1C=CC=CC=1)(C1C=CC=CC=1)C1C=CC=CC=1.C(O[C:35]([N:37]1[CH2:41][C@H:40]([O:42][Si:43]([C:46]([CH3:49])([CH3:48])[CH3:47])([CH3:45])[CH3:44])[CH2:39][C@H:38]1[CH:50]=O)=[O:36])(C)(C)C. Product: [C:2]([O:4][C:35]([N:37]1[CH2:41][C@H:40]([O:42][Si:43]([C:46]([CH3:47])([CH3:48])[CH3:49])([CH3:44])[CH3:45])[CH2:39][CH:38]1/[CH:50]=[CH:8]\[O:9][CH3:10])=[O:36])([CH3:5])([CH3:3])[CH3:1]. The catalyst class is: 7.